This data is from Full USPTO retrosynthesis dataset with 1.9M reactions from patents (1976-2016). The task is: Predict the reactants needed to synthesize the given product. (1) Given the product [F:1][C:2]1[CH:3]=[C:4]2[C:9](=[CH:10][CH:11]=1)[NH:8][C:7](=[O:12])[C:6]([CH:13]([CH3:14])[CH3:15])=[C:5]2[O:16][CH2:20][C:19]([CH3:21])=[CH2:18], predict the reactants needed to synthesize it. The reactants are: [F:1][C:2]1[CH:3]=[C:4]2[C:9](=[CH:10][CH:11]=1)[NH:8][C:7](=[O:12])[C:6]([CH:13]([CH3:15])[CH3:14])=[C:5]2[OH:16].Br[CH:18]=[C:19]([CH3:21])[CH3:20]. (2) Given the product [C:1]([O:5][C:6](=[O:7])[N:8]([CH:9]([C:10](=[O:11])[NH:12][CH:13]([C:14](=[O:16])[N:45]([CH:31]([C:32](=[O:33])[NH:34][CH:35]1[C:44]2[C:39](=[CH:40][CH:41]=[CH:42][CH:43]=2)[CH2:38][CH2:37][CH2:36]1)[CH2:30][O:29][CH2:22][C:23]1[CH:28]=[CH:27][CH:26]=[CH:25][CH:24]=1)[CH3:46])[CH:17]([CH3:19])[CH3:18])[CH3:20])[CH3:21])([CH3:2])([CH3:3])[CH3:4], predict the reactants needed to synthesize it. The reactants are: [C:1]([O:5][C:6]([N:8]([CH3:21])[CH:9]([CH3:20])[C:10]([NH:12][CH:13]([CH:17]([CH3:19])[CH3:18])[C:14]([OH:16])=O)=[O:11])=[O:7])([CH3:4])([CH3:3])[CH3:2].[CH2:22]([O:29][CH2:30][CH:31]([NH:45][CH3:46])[C:32]([NH:34][CH:35]1[C:44]2[C:39](=[CH:40][CH:41]=[CH:42][CH:43]=2)[CH2:38][CH2:37][CH2:36]1)=[O:33])[C:23]1[CH:28]=[CH:27][CH:26]=[CH:25][CH:24]=1.Cl.C(N=C=NCCCN(C)C)C.O.ON1C2C=CC=CC=2N=N1.CN1CCOCC1. (3) Given the product [OH:24][C:25]1[CH:33]=[CH:32][C:28]([C:29]([O:31][CH2:14][CH2:13][CH2:12][NH:11][C:8]2[C:9](=[O:10])[N:5]([C:1]([CH3:4])([CH3:3])[CH3:2])[S:6](=[O:23])(=[O:22])[C:7]=2[C:16]2[CH:21]=[CH:20][CH:19]=[CH:18][CH:17]=2)=[O:30])=[CH:27][CH:26]=1, predict the reactants needed to synthesize it. The reactants are: [C:1]([N:5]1[C:9](=[O:10])[C:8]([NH:11][CH2:12][CH2:13][CH2:14]Br)=[C:7]([C:16]2[CH:21]=[CH:20][CH:19]=[CH:18][CH:17]=2)[S:6]1(=[O:23])=[O:22])([CH3:4])([CH3:3])[CH3:2].[OH:24][C:25]1[CH:33]=[CH:32][C:28]([C:29]([OH:31])=[O:30])=[CH:27][CH:26]=1.Cl. (4) Given the product [NH2:1][C:2]1[N:6]([C:7]2[C:12]([Cl:13])=[CH:11][C:10]([C:14]([F:17])([F:16])[F:15])=[CH:9][C:8]=2[Cl:18])[N:5]=[C:4]([C:19]([OH:28])=[O:32])[CH:3]=1, predict the reactants needed to synthesize it. The reactants are: [NH2:1][C:2]1[N:6]([C:7]2[C:12]([Cl:13])=[CH:11][C:10]([C:14]([F:17])([F:16])[F:15])=[CH:9][C:8]=2[Cl:18])[N:5]=[C:4]([C:19]#N)[C:3]=1S(C(F)(F)F)=O.S(=O)(=O)(O)[OH:28].[OH-:32].[Na+]. (5) Given the product [ClH:1].[CH2:2]([O:9][C:10]([NH:12][CH2:13][CH2:14][CH2:15][C@@H:16]([C:25]([NH:27][C@H:28]([C:31]([NH:33][CH2:34][CH2:35][NH:36][C:37]([O:39][CH2:40][C:41]1[CH:46]=[CH:45][CH:44]=[CH:43][CH:42]=1)=[O:38])=[O:32])[CH2:29][OH:30])=[O:26])[NH2:17])=[O:11])[C:3]1[CH:8]=[CH:7][CH:6]=[CH:5][CH:4]=1, predict the reactants needed to synthesize it. The reactants are: [ClH:1].[CH2:2]([O:9][C:10]([NH:12][CH2:13][CH2:14][CH2:15][C@@H:16]([C:25]([NH:27][C@H:28]([C:31]([NH:33][CH2:34][CH2:35][NH:36][C:37]([O:39][CH2:40][C:41]1[CH:46]=[CH:45][CH:44]=[CH:43][CH:42]=1)=[O:38])=[O:32])[CH2:29][OH:30])=[O:26])[NH:17]C(OC(C)(C)C)=O)=[O:11])[C:3]1[CH:8]=[CH:7][CH:6]=[CH:5][CH:4]=1. (6) The reactants are: [CH:1]([NH:3]N)=[O:2].C([O-])([O-])=O.[K+].[K+].[Cl:11][C:12]1[CH:13]=[C:14]([CH2:31][C:32]#[N:33])[CH:15]=[C:16]([O:18][C:19]2[CH:24]=[CH:23][C:22]([S:25]([CH2:28][CH3:29])(=[O:27])=[O:26])=[CH:21][C:20]=2[Cl:30])[CH:17]=1. Given the product [Cl:11][C:12]1[CH:13]=[C:14]([CH:15]=[C:16]([O:18][C:19]2[CH:24]=[CH:23][C:22]([S:25]([CH2:28][CH3:29])(=[O:27])=[O:26])=[CH:21][C:20]=2[Cl:30])[CH:17]=1)[CH2:31][C:32]1[N:3]=[CH:1][O:2][N:33]=1, predict the reactants needed to synthesize it. (7) Given the product [Cl:1][C:2]1[CH:7]=[C:6]([N+:8]([O-:10])=[O:9])[CH:5]=[CH:4][C:3]=1[O:12][C:13]1[CH:14]=[C:15]([CH:32]=[CH:33][CH:34]=1)[C:16]([O:18][CH:19]([C:26]1[CH:27]=[CH:28][CH:29]=[CH:30][CH:31]=1)[C:20]1[CH:25]=[CH:24][CH:23]=[CH:22][CH:21]=1)=[O:17], predict the reactants needed to synthesize it. The reactants are: [Cl:1][C:2]1[CH:7]=[C:6]([N+:8]([O-:10])=[O:9])[CH:5]=[CH:4][C:3]=1F.[OH:12][C:13]1[CH:14]=[C:15]([CH:32]=[CH:33][CH:34]=1)[C:16]([O:18][CH:19]([C:26]1[CH:31]=[CH:30][CH:29]=[CH:28][CH:27]=1)[C:20]1[CH:25]=[CH:24][CH:23]=[CH:22][CH:21]=1)=[O:17].C(=O)([O-])[O-].[K+].[K+]. (8) Given the product [CH3:12][C:10]([C:7]1[CH:6]=[CH:5][C:4]([OH:3])=[CH:9][CH:8]=1)([C:13]1[CH:18]=[CH:17][C:16]([OH:19])=[CH:15][CH:14]=1)[CH3:11], predict the reactants needed to synthesize it. The reactants are: [Na].[Na].[OH:3][C:4]1[CH:9]=[CH:8][C:7]([C:10]([C:13]2[CH:18]=[CH:17][C:16]([OH:19])=[CH:15][CH:14]=2)([CH3:12])[CH3:11])=[CH:6][CH:5]=1.[Na].[Na].C1(O)C=CC(C2C=CC(O)=CC=2)=CC=1. (9) Given the product [C:1]([O:5][C:6]([N:8]1[CH2:9][CH2:10][N:11]([C:14]2[CH:19]=[CH:18][N:17]=[C:16]([NH2:20])[C:15]=2[NH2:21])[CH2:12][CH2:13]1)=[O:7])([CH3:4])([CH3:2])[CH3:3], predict the reactants needed to synthesize it. The reactants are: [C:1]([O:5][C:6]([N:8]1[CH2:13][CH2:12][N:11]([C:14]2[CH:19]=[CH:18][N:17]=[C:16]([NH2:20])[C:15]=2[N+:21]([O-])=O)[CH2:10][CH2:9]1)=[O:7])([CH3:4])([CH3:3])[CH3:2]. (10) Given the product [CH2:1]([N:8]([CH2:23][CH:24]=[O:25])[C:9]([CH:11]1[C:14]2[CH:15]=[CH:16][CH:17]=[C:18]([C:19]([F:20])([F:21])[F:22])[C:13]=2[CH2:12]1)=[O:10])[C:2]1[CH:7]=[CH:6][CH:5]=[CH:4][CH:3]=1, predict the reactants needed to synthesize it. The reactants are: [CH2:1]([N:8]([CH2:23][CH2:24][OH:25])[C:9]([CH:11]1[C:14]2[CH:15]=[CH:16][CH:17]=[C:18]([C:19]([F:22])([F:21])[F:20])[C:13]=2[CH2:12]1)=[O:10])[C:2]1[CH:7]=[CH:6][CH:5]=[CH:4][CH:3]=1.CC(OI1(OC(C)=O)(OC(C)=O)OC(=O)C2C=CC=CC1=2)=O.C([O-])(O)=O.[Na+].C(OCC)(=O)C.